Dataset: NCI-60 drug combinations with 297,098 pairs across 59 cell lines. Task: Regression. Given two drug SMILES strings and cell line genomic features, predict the synergy score measuring deviation from expected non-interaction effect. Drug 1: C1C(C(OC1N2C=NC3=C(N=C(N=C32)Cl)N)CO)O. Drug 2: COC1=NC(=NC2=C1N=CN2C3C(C(C(O3)CO)O)O)N. Cell line: COLO 205. Synergy scores: CSS=31.9, Synergy_ZIP=-0.982, Synergy_Bliss=-4.14, Synergy_Loewe=-21.8, Synergy_HSA=-3.15.